From a dataset of Forward reaction prediction with 1.9M reactions from USPTO patents (1976-2016). Predict the product of the given reaction. (1) Given the reactants [CH:1](=O)[CH2:2][CH2:3][CH2:4][CH2:5][CH2:6][CH2:7][CH3:8].[ClH:10].Cl.[C:12]([C:16]1[CH:21]=[CH:20][C:19]([NH:22][C:23]([NH:25][C:26]([NH2:28])=[NH:27])=[NH:24])=[CH:18][CH:17]=1)([CH3:15])([CH3:14])[CH3:13], predict the reaction product. The product is: [ClH:10].[NH2:24][C:23]1[N:22]([C:19]2[CH:20]=[CH:21][C:16]([C:12]([CH3:15])([CH3:14])[CH3:13])=[CH:17][CH:18]=2)[CH:1]([CH2:2][CH2:3][CH2:4][CH2:5][CH2:6][CH2:7][CH3:8])[N:27]=[C:26]([NH2:28])[N:25]=1. (2) Given the reactants Br[C:2]1[CH:7]=[CH:6][C:5]([C:8]2[O:12][N:11]=[C:10]([CH3:13])[C:9]=2[NH:14][C:15]([NH:17][CH2:18][C:19]2[CH:24]=[C:23]([C:25]([F:28])([F:27])[F:26])[CH:22]=[CH:21][C:20]=2[F:29])=[O:16])=[CH:4][CH:3]=1.[CH2:30]([O:32][C:33]([C:35]1([C:38]2[CH:43]=[CH:42][C:41](B3OC(C)(C)C(C)(C)O3)=[CH:40][CH:39]=2)[CH2:37][CH2:36]1)=[O:34])[CH3:31], predict the reaction product. The product is: [CH2:30]([O:32][C:33]([C:35]1([C:38]2[CH:43]=[CH:42][C:41]([C:2]3[CH:7]=[CH:6][C:5]([C:8]4[O:12][N:11]=[C:10]([CH3:13])[C:9]=4[NH:14][C:15]([NH:17][CH2:18][C:19]4[CH:24]=[C:23]([C:25]([F:26])([F:27])[F:28])[CH:22]=[CH:21][C:20]=4[F:29])=[O:16])=[CH:4][CH:3]=3)=[CH:40][CH:39]=2)[CH2:36][CH2:37]1)=[O:34])[CH3:31].